This data is from Full USPTO retrosynthesis dataset with 1.9M reactions from patents (1976-2016). The task is: Predict the reactants needed to synthesize the given product. (1) Given the product [CH2:3]([O:5][C:6]([C:8]1[N:9]=[CH:10][N:11]([C:13]2[CH:18]=[CH:17][CH:16]=[C:15]([CH:19]([O:20][CH2:22][C:23]3[NH:24][CH:25]=[CH:26][N:27]=3)[CH3:29])[CH:14]=2)[CH:12]=1)=[O:7])[CH3:4], predict the reactants needed to synthesize it. The reactants are: [H-].[Na+].[CH2:3]([O:5][C:6]([C:8]1[N:9]=[CH:10][N:11]([C:13]2[CH:18]=[CH:17][CH:16]=[C:15]([CH2:19][OH:20])[CH:14]=2)[CH:12]=1)=[O:7])[CH3:4].Cl[CH2:22][C:23]1[N:24](C)[CH:25]=[CH:26][N:27]=1.[CH2:29]1COCC1. (2) Given the product [Br:1][C:2]1[CH:19]=[CH:18][C:5]2=[C:6]([CH2:14][OH:15])[CH:7]=[C:8]3[C:13]([CH:12]=[N:11][CH:10]=[CH:9]3)=[C:4]2[CH:3]=1, predict the reactants needed to synthesize it. The reactants are: [Br:1][C:2]1[CH:19]=[CH:18][C:5]2=[C:6]([C:14](OC)=[O:15])[CH:7]=[C:8]3[C:13]([CH:12]=[N:11][CH:10]=[CH:9]3)=[C:4]2[CH:3]=1.[H-].[Al+3].[Li+].[H-].[H-].[H-]. (3) Given the product [C:28]([O:27][C:25](=[O:26])[NH:24][C@@H:22]1[CH2:21][C@@H:20]([C:32](=[O:34])[N:72]([CH:69]2[CH2:71][CH2:70]2)[CH2:73][C:74]2[C:82]3[C:77](=[CH:78][CH:79]=[CH:80][CH:81]=3)[N:76]([CH2:83][CH2:84][CH2:85][O:86][CH3:87])[CH:75]=2)[CH2:19][NH:18][CH2:23]1)([CH3:29])([CH3:30])[CH3:31], predict the reactants needed to synthesize it. The reactants are: C1C2C(COC([N:18]3[CH2:23][C@H:22]([NH:24][C:25]([O:27][C:28]([CH3:31])([CH3:30])[CH3:29])=[O:26])[CH2:21][C@@H:20]([C:32]([OH:34])=O)[CH2:19]3)=O)C3C(=CC=CC=3)C=2C=CC=1.CN(C(ON1N=NC2C=CC(=CC1=2)Cl)=[N+](C)C)C.F[P-](F)(F)(F)(F)F.C(N(C(C)C)C(C)C)C.[CH:69]1([NH:72][CH2:73][C:74]2[C:82]3[C:77](=[CH:78][CH:79]=[CH:80][CH:81]=3)[N:76]([CH2:83][CH2:84][CH2:85][O:86][CH3:87])[CH:75]=2)[CH2:71][CH2:70]1. (4) The reactants are: [C:1]12([C:11]3[CH:16]=[CH:15][C:14]([OH:17])=[C:13]([Br:18])[CH:12]=3)[CH2:10][CH:5]3[CH2:6][CH:7]([CH2:9][CH:3]([CH2:4]3)[CH2:2]1)[CH2:8]2.F[B-](F)(F)F.[O:24]=[N+:25]=[O:26].O. Given the product [C:1]12([C:11]3[CH:16]=[C:15]([N+:25]([O-:26])=[O:24])[C:14]([OH:17])=[C:13]([Br:18])[CH:12]=3)[CH2:2][CH:3]3[CH2:9][CH:7]([CH2:6][CH:5]([CH2:4]3)[CH2:10]1)[CH2:8]2, predict the reactants needed to synthesize it. (5) The reactants are: [N:1]1([C:7]2[N:8]=[C:9]([CH2:14][C:15]([O-:17])=O)[NH:10][C:11](=[O:13])[CH:12]=2)[CH2:6][CH2:5][O:4][CH2:3][CH2:2]1.[Na+].[NH:19]1[C:27]2[C:22](=[CH:23][CH:24]=[CH:25][CH:26]=2)[CH:21]([CH2:28][N:29]([CH3:31])[CH3:30])[CH2:20]1.Cl.CN(C)CCCN=C=NCC. Given the product [CH3:31][N:29]([CH2:28][CH:21]1[C:22]2[C:27](=[CH:26][CH:25]=[CH:24][CH:23]=2)[N:19]([C:15](=[O:17])[CH2:14][C:9]2[NH:10][C:11](=[O:13])[CH:12]=[C:7]([N:1]3[CH2:2][CH2:3][O:4][CH2:5][CH2:6]3)[N:8]=2)[CH2:20]1)[CH3:30], predict the reactants needed to synthesize it.